From a dataset of Full USPTO retrosynthesis dataset with 1.9M reactions from patents (1976-2016). Predict the reactants needed to synthesize the given product. (1) Given the product [F:1][CH2:2][CH:3]1[CH2:4][CH2:5][N:6]([C:9]([N:11]2[CH2:17][C:16]3[CH:18]=[C:19]([C:22]4[CH:23]=[CH:24][C:25]5[N:29]=[C:28]([NH2:30])[NH:27][C:26]=5[CH:35]=4)[CH:20]=[CH:21][C:15]=3[O:14][CH2:13][CH2:12]2)=[O:10])[CH2:7][CH2:8]1, predict the reactants needed to synthesize it. The reactants are: [F:1][CH2:2][CH:3]1[CH2:8][CH2:7][N:6]([C:9]([N:11]2[CH2:17][C:16]3[CH:18]=[C:19]([C:22]4[CH:23]=[CH:24][C:25]5[N:29]=[C:28]([NH:30]C(=O)OC)[NH:27][C:26]=5[CH:35]=4)[CH:20]=[CH:21][C:15]=3[O:14][CH2:13][CH2:12]2)=[O:10])[CH2:5][CH2:4]1.[OH-].[K+].Cl.C(OCC)(=O)C. (2) Given the product [N:34]([CH2:6][CH2:7][C@H:8]1[O:14][C@H:13]([C:15]2[CH:20]=[CH:19][CH:18]=[C:17]([O:22][CH3:23])[C:16]=2[O:24][CH3:25])[C:12]2[CH:26]=[C:27]([Cl:30])[CH:28]=[CH:29][C:11]=2[N:10]2[CH:31]=[CH:32][CH:33]=[C:9]12)=[N+:35]=[N-:36], predict the reactants needed to synthesize it. The reactants are: CS(O[CH2:6][CH2:7][C@H:8]1[O:14][C@H:13]([C:15]2[C:20](F)=[CH:19][CH:18]=[C:17]([O:22][CH3:23])[C:16]=2[O:24][CH3:25])[C:12]2[CH:26]=[C:27]([Cl:30])[CH:28]=[CH:29][C:11]=2[N:10]2[CH:31]=[CH:32][CH:33]=[C:9]12)(=O)=O.[N-:34]=[N+:35]=[N-:36].[Na+]. (3) Given the product [O:8]=[C:9]([NH:42][C:43]1[NH:44][CH2:45][CH2:46][CH2:47][N:48]=1)[CH2:10][CH2:11][CH2:12][O:13][C:14]1[CH:41]=[CH:40][C:17]([CH2:18][C@@H:19]([C:33]([OH:35])=[O:34])[NH:20][C:21]2[N:25]([CH2:26][C:27]3[CH:32]=[CH:31][CH:30]=[CH:29][CH:28]=3)[N:24]=[N:23][N:22]=2)=[CH:16][CH:15]=1, predict the reactants needed to synthesize it. The reactants are: FC(F)(F)C(O)=O.[O:8]=[C:9]([NH:42][C:43]1[NH:44][CH2:45][CH2:46][CH2:47][N:48]=1)[CH2:10][CH2:11][CH2:12][O:13][C:14]1[CH:41]=[CH:40][C:17]([CH2:18][C@@H:19]([C:33]([O:35]C(C)(C)C)=[O:34])[NH:20][C:21]2[N:25]([CH2:26][C:27]3[CH:32]=[CH:31][CH:30]=[CH:29][CH:28]=3)[N:24]=[N:23][N:22]=2)=[CH:16][CH:15]=1.C1(C)C=CC=CC=1. (4) Given the product [CH2:1]([C:3]1[CH:8]=[CH:7][C:6]([CH2:9][C:11]2[C:16]([OH:17])=[CH:15][CH:14]=[CH:13][N:12]=2)=[CH:5][CH:4]=1)[CH3:2], predict the reactants needed to synthesize it. The reactants are: [CH2:1]([C:3]1[CH:8]=[CH:7][C:6]([CH:9]([C:11]2[C:16]([OH:17])=[CH:15][CH:14]=[CH:13][N:12]=2)O)=[CH:5][CH:4]=1)[CH3:2]. (5) Given the product [F:24][C:23]([F:25])([F:26])[C:19]1[CH:18]=[C:17](/[CH:16]=[N:27]/[C:28](=[O:34])[O:29][C:30]([CH3:33])([CH3:31])[CH3:32])[CH:22]=[CH:21][CH:20]=1, predict the reactants needed to synthesize it. The reactants are: C(=O)([O-])[O-].[K+].[K+].C1(S([CH:16]([NH:27][C:28](=[O:34])[O:29][C:30]([CH3:33])([CH3:32])[CH3:31])[C:17]2[CH:22]=[CH:21][CH:20]=[C:19]([C:23]([F:26])([F:25])[F:24])[CH:18]=2)(=O)=O)C=CC=CC=1. (6) Given the product [CH:1]1([N:7]([CH2:23][C:24]2[CH:29]=[CH:28][C:27]([N:30]3[CH:34]=[C:33]([C:35]([F:36])([F:37])[F:38])[CH:32]=[N:31]3)=[CH:26][C:25]=2[CH3:39])[C:8]2[CH:22]=[CH:21][C:11]([C:12]([NH:14][CH2:15][CH2:16][C:17]([OH:19])=[O:18])=[O:13])=[CH:10][N:9]=2)[CH2:6][CH2:5][CH2:4][CH2:3][CH2:2]1, predict the reactants needed to synthesize it. The reactants are: [CH:1]1([N:7]([CH2:23][C:24]2[CH:29]=[CH:28][C:27]([N:30]3[CH:34]=[C:33]([C:35]([F:38])([F:37])[F:36])[CH:32]=[N:31]3)=[CH:26][C:25]=2[CH3:39])[C:8]2[CH:22]=[CH:21][C:11]([C:12]([NH:14][CH2:15][CH2:16][C:17]([O:19]C)=[O:18])=[O:13])=[CH:10][N:9]=2)[CH2:6][CH2:5][CH2:4][CH2:3][CH2:2]1.C(=O)=O.CC(O)C. (7) Given the product [C:1]([O:5][C:6](=[O:28])[NH:7][C@H:8]([C:10]1[CH:15]=[CH:14][C:13]([CH:16]2[CH2:17][CH2:18][N:19]([C:22](=[O:27])[C:23]([F:25])([F:26])[F:24])[CH2:20][CH2:21]2)=[CH:12][CH:11]=1)[CH3:9])([CH3:2])([CH3:3])[CH3:4], predict the reactants needed to synthesize it. The reactants are: [C:1]([O:5][C:6](=[O:28])[NH:7][C@H:8]([C:10]1[CH:15]=[CH:14][C:13]([C:16]2[CH2:17][CH2:18][N:19]([C:22](=[O:27])[C:23]([F:26])([F:25])[F:24])[CH2:20][CH:21]=2)=[CH:12][CH:11]=1)[CH3:9])([CH3:4])([CH3:3])[CH3:2].[H][H]. (8) Given the product [N+:12]([C:9]1[CH:10]=[CH:11][C:5]2[O:4][C:3]([N:22]3[CH:20]4[CH2:21][CH2:16][N:15]([CH2:18][CH2:19]4)[CH2:28][CH2:27]3)=[N:7][C:6]=2[CH:8]=1)([O-:14])=[O:13], predict the reactants needed to synthesize it. The reactants are: CS[C:3]1[O:4][C:5]2[CH:11]=[CH:10][C:9]([N+:12]([O-:14])=[O:13])=[CH:8][C:6]=2[N:7]=1.[NH2:15][C:16]1[CH:21]=[C:20]([N+:22]([O-])=O)[CH:19]=[CH:18]C=1O.Cl.[C:27](OCC)(=O)[CH3:28]. (9) Given the product [CH:22]1([CH2:28][O:29][C:30]2[CH:35]=[CH:34][CH:33]=[CH:32][C:31]=2[CH:36]2[O:1][N:2]=[C:3]([C:4]3[N:5]=[C:6]([CH:9]4[CH2:10][CH2:11][N:12]([C:38]([O:39][C:47]([CH3:46])([CH3:48])[CH3:51])=[O:41])[CH2:13][CH2:14]4)[S:7][CH:8]=3)[CH2:37]2)[CH2:23][CH2:24][CH2:25][CH2:26][CH2:27]1, predict the reactants needed to synthesize it. The reactants are: [OH:1][N:2]=[CH:3][C:4]1[N:5]=[C:6]([CH:9]2[CH2:14][CH2:13][N:12](C(OCCCC)=O)[CH2:11][CH2:10]2)[S:7][CH:8]=1.[CH:22]1([CH2:28][O:29][C:30]2[CH:35]=[CH:34][CH:33]=[CH:32][C:31]=2[CH:36]=[CH2:37])[CH2:27][CH2:26][CH2:25][CH2:24][CH2:23]1.[C:38](=[O:41])([O-])[OH:39].[K+].ClN1[C:48](=O)[CH2:47][CH2:46]C1=O.[C:51](OCC)(=O)C.